Dataset: Catalyst prediction with 721,799 reactions and 888 catalyst types from USPTO. Task: Predict which catalyst facilitates the given reaction. (1) Reactant: C(N(CC)CC)C.[Si:8]([O:25][C@H:26]1[C@H:40]([CH2:41][CH2:42][C@@H:43]([OH:46])[CH2:44][OH:45])[C@H:29]2[CH2:30][C:31]3[C:36]([CH2:37][C@H:28]2[CH2:27]1)=[C:35]([O:38][CH3:39])[CH:34]=[CH:33][CH:32]=3)([C:21]([CH3:24])([CH3:23])[CH3:22])([C:15]1[CH:20]=[CH:19][CH:18]=[CH:17][CH:16]=1)[C:9]1[CH:14]=[CH:13][CH:12]=[CH:11][CH:10]=1.[CH:47]([C:50]1[CH:55]=[C:54]([CH:56]([CH3:58])[CH3:57])[CH:53]=[C:52]([CH:59]([CH3:61])[CH3:60])[C:51]=1[S:62](Cl)(=[O:64])=[O:63])([CH3:49])[CH3:48].C(OCC)(=O)C.CCCCCCC. Product: [CH:47]([C:50]1[CH:55]=[C:54]([CH:56]([CH3:57])[CH3:58])[CH:53]=[C:52]([CH:59]([CH3:61])[CH3:60])[C:51]=1[S:62]([O:45][CH2:44][C@H:43]([OH:46])[CH2:42][CH2:41][C@@H:40]1[C@H:29]2[CH2:30][C:31]3[C:36]([CH2:37][C@H:28]2[CH2:27][C@H:26]1[O:25][Si:8]([C:21]([CH3:22])([CH3:24])[CH3:23])([C:15]1[CH:16]=[CH:17][CH:18]=[CH:19][CH:20]=1)[C:9]1[CH:10]=[CH:11][CH:12]=[CH:13][CH:14]=1)=[C:35]([O:38][CH3:39])[CH:34]=[CH:33][CH:32]=3)(=[O:64])=[O:63])([CH3:48])[CH3:49]. The catalyst class is: 143. (2) Reactant: C(OC(=O)[NH:7][C@H:8]([C:16](=[O:20])[N:17]([CH3:19])[CH3:18])[CH2:9][C:10]1[CH:15]=[CH:14][CH:13]=[CH:12][CH:11]=1)(C)(C)C.FC(F)(F)C(O)=O. Product: [NH2:7][C@@H:8]([CH2:9][C:10]1[CH:11]=[CH:12][CH:13]=[CH:14][CH:15]=1)[C:16]([N:17]([CH3:19])[CH3:18])=[O:20]. The catalyst class is: 2. (3) Reactant: C([O:5][C:6](=[O:19])[C:7]1[CH:12]=[C:11]([O:13][CH2:14][CH:15]([CH3:17])[CH3:16])[CH:10]=[C:9]([Br:18])[CH:8]=1)C(C)C.[OH-].[Na+]. Product: [Br:18][C:9]1[CH:8]=[C:7]([CH:12]=[C:11]([O:13][CH2:14][CH:15]([CH3:17])[CH3:16])[CH:10]=1)[C:6]([OH:19])=[O:5]. The catalyst class is: 5. (4) Reactant: C(OC(=O)[NH:10][C:11]1[CH:16]=[CH:15][C:14]([N:17]([CH:23]2[CH2:28][CH2:27][N:26]([C:29](=[O:45])[C@@H:30]([NH:35][C:36]([N:38]3[CH2:44][CH2:43][CH2:42][CH2:41][CH2:40][CH2:39]3)=[O:37])[CH2:31][CH:32]([CH3:34])[CH3:33])[CH2:25][CH2:24]2)[CH2:18][CH2:19][CH:20]([CH3:22])[CH3:21])=[CH:13][CH:12]=1)C1C=CC=CC=1. Product: [NH2:10][C:11]1[CH:16]=[CH:15][C:14]([N:17]([CH2:18][CH2:19][CH:20]([CH3:22])[CH3:21])[CH:23]2[CH2:28][CH2:27][N:26]([C:29]([C@@H:30]([NH:35][C:36]([N:38]3[CH2:44][CH2:43][CH2:42][CH2:41][CH2:40][CH2:39]3)=[O:37])[CH2:31][CH:32]([CH3:34])[CH3:33])=[O:45])[CH2:25][CH2:24]2)=[CH:13][CH:12]=1. The catalyst class is: 358.